This data is from NCI-60 drug combinations with 297,098 pairs across 59 cell lines. The task is: Regression. Given two drug SMILES strings and cell line genomic features, predict the synergy score measuring deviation from expected non-interaction effect. Drug 1: CC1OCC2C(O1)C(C(C(O2)OC3C4COC(=O)C4C(C5=CC6=C(C=C35)OCO6)C7=CC(=C(C(=C7)OC)O)OC)O)O. Drug 2: C1=C(C(=O)NC(=O)N1)N(CCCl)CCCl. Cell line: M14. Synergy scores: CSS=40.7, Synergy_ZIP=-8.42, Synergy_Bliss=5.06, Synergy_Loewe=1.43, Synergy_HSA=5.54.